From a dataset of Catalyst prediction with 721,799 reactions and 888 catalyst types from USPTO. Predict which catalyst facilitates the given reaction. (1) Reactant: [CH3:1][O:2][C:3](=[O:25])[CH2:4][CH2:5][CH2:6][CH2:7][CH2:8][CH2:9][CH2:10][NH:11][C:12]([NH:14][S:15]([C:18]1[CH:23]=[CH:22][C:21]([CH3:24])=[CH:20][CH:19]=1)(=[O:17])=[O:16])=[O:13].[C:26]([O-])([O-])=O.[K+].[K+].C(#N)C.CI. Product: [CH3:1][O:2][C:3](=[O:25])[CH2:4][CH2:5][CH2:6][CH2:7][CH2:8][CH2:9][CH2:10][NH:11][C:12]([N:14]([CH3:26])[S:15]([C:18]1[CH:19]=[CH:20][C:21]([CH3:24])=[CH:22][CH:23]=1)(=[O:17])=[O:16])=[O:13]. The catalyst class is: 33. (2) Reactant: [OH:1][C:2]1[CH:7]=[CH:6][CH:5]=[CH:4][C:3]=1[CH:8]=[CH:9][C:10](=[O:20])[CH:11]=[CH:12][C:13]1[CH:18]=[CH:17][CH:16]=[CH:15][C:14]=1[OH:19].[BH4-].[Na+]. Product: [OH:1][C:2]1[CH:7]=[CH:6][CH:5]=[CH:4][C:3]=1[CH:8]=[CH:9][CH:10]([OH:20])[CH2:11][CH2:12][C:13]1[CH:18]=[CH:17][CH:16]=[CH:15][C:14]=1[OH:19]. The catalyst class is: 36.